The task is: Predict the product of the given reaction.. This data is from Forward reaction prediction with 1.9M reactions from USPTO patents (1976-2016). (1) Given the reactants [CH:1]([C:4]1[O:8][C:7]([C@H:9]2[CH2:14][CH2:13][C@H:12](C(O)=O)[CH2:11][CH2:10]2)=[N:6][N:5]=1)([CH3:3])[CH3:2].C1(P(N=[N+]=[N-])(C2C=CC=CC=2)=[O:25])C=CC=CC=1.C([N:37]([CH2:40]C)CC)C.[C:42]([OH:46])([CH3:45])([CH3:44])[CH3:43], predict the reaction product. The product is: [CH:1]([C:4]1[O:8][C:7]([C@H:9]2[CH2:10][CH2:11][C@H:12]([NH:37][C:40](=[O:25])[O:46][C:42]([CH3:45])([CH3:44])[CH3:43])[CH2:13][CH2:14]2)=[N:6][N:5]=1)([CH3:2])[CH3:3]. (2) Given the reactants [CH3:1][O:2][C:3](=[O:14])[CH2:4][C:5]1[CH:10]=[C:9]([CH3:11])[C:8]([OH:12])=[C:7]([CH3:13])[CH:6]=1.[Cl:15][C:16]1[N:17]=[N:18][C:19](Cl)=[CH:20][C:21]=1[CH:22]([CH3:24])[CH3:23].C(=O)([O-])[O-].[K+].[K+].Cl, predict the reaction product. The product is: [CH3:1][O:2][C:3](=[O:14])[CH2:4][C:5]1[CH:6]=[C:7]([CH3:13])[C:8]([O:12][C:19]2[N:18]=[N:17][C:16]([Cl:15])=[C:21]([CH:22]([CH3:24])[CH3:23])[CH:20]=2)=[C:9]([CH3:11])[CH:10]=1. (3) The product is: [CH:1]1([O:5][C:6]([N:8]2[CH2:13][CH2:12][N:11]([C:14](=[O:46])[C@@H:15]([NH2:28])[CH2:16][CH2:17][CH2:18][CH2:19][O:20][CH2:21][C:22]3[CH:27]=[CH:26][CH:25]=[CH:24][CH:23]=3)[CH2:10][CH2:9]2)=[O:7])[CH2:4][CH2:3][CH2:2]1. Given the reactants [CH:1]1([O:5][C:6]([N:8]2[CH2:13][CH2:12][N:11]([C:14](=[O:46])[C@@H:15]([NH:28]C(OCC3C4C=CC=CC=4C4C3=CC=CC=4)=O)[CH2:16][CH2:17][CH2:18][CH2:19][O:20][CH2:21][C:22]3[CH:27]=[CH:26][CH:25]=[CH:24][CH:23]=3)[CH2:10][CH2:9]2)=[O:7])[CH2:4][CH2:3][CH2:2]1.N1CCOCC1, predict the reaction product.